From a dataset of Full USPTO retrosynthesis dataset with 1.9M reactions from patents (1976-2016). Predict the reactants needed to synthesize the given product. (1) Given the product [CH2:1]([O:3][C:4]([C:6]1[N:7]([CH2:18][CH3:19])[C:8]2[C:13]([CH:14]=1)=[CH:12][C:11]([NH2:15])=[CH:10][CH:9]=2)=[O:5])[CH3:2], predict the reactants needed to synthesize it. The reactants are: [CH2:1]([O:3][C:4]([C:6]1[N:7]([CH2:18][CH3:19])[C:8]2[C:13]([CH:14]=1)=[CH:12][C:11]([N+:15]([O-])=O)=[CH:10][CH:9]=2)=[O:5])[CH3:2].C([O-])=O.[NH4+]. (2) Given the product [Br:20][C:5]1[C:6]([NH:9][C@@H:10]2[C@@H:15]3[CH2:16][C@@H:12]([CH:13]=[CH:14]3)[C@@H:11]2[C:17]([NH2:19])=[O:18])=[C:7]2[N:8]=[C:33]([C:31]3[CH:30]=[CH:29][N:28]=[C:27]([N:21]4[CH2:26][CH2:25][O:24][CH2:23][CH2:22]4)[CH:32]=3)[NH:1][C:2]2=[N:3][CH:4]=1, predict the reactants needed to synthesize it. The reactants are: [NH2:1][C:2]1[C:7]([NH2:8])=[C:6]([NH:9][C@@H:10]2[C@@H:15]3[CH2:16][C@@H:12]([CH:13]=[CH:14]3)[C@@H:11]2[C:17]([NH2:19])=[O:18])[C:5]([Br:20])=[CH:4][N:3]=1.[N:21]1([C:27]2[CH:32]=[C:31]([CH:33]=O)[CH:30]=[CH:29][N:28]=2)[CH2:26][CH2:25][O:24][CH2:23][CH2:22]1.C([O-])(=O)C.[NH4+]. (3) The reactants are: [CH2:1]([O:8][CH:9]1[CH2:14][CH2:13][CH:12]([O:15][CH2:16][CH:17]([C:19]2[CH:24]=[CH:23][CH:22]=[CH:21][CH:20]=2)[OH:18])[CH:11]([F:25])[CH2:10]1)[C:2]1[CH:7]=[CH:6][CH:5]=[CH:4][CH:3]=1.C(N(C(C)C)CC)(C)C.[Si:35](OS(C(F)(F)F)(=O)=O)([C:38]([CH3:41])([CH3:40])[CH3:39])([CH3:37])[CH3:36].O. Given the product [CH2:1]([O:8][CH:9]1[CH2:14][CH2:13][CH:12]([O:15][CH2:16][CH:17]([C:19]2[CH:24]=[CH:23][CH:22]=[CH:21][CH:20]=2)[O:18][Si:35]([C:38]([CH3:41])([CH3:40])[CH3:39])([CH3:37])[CH3:36])[CH:11]([F:25])[CH2:10]1)[C:2]1[CH:3]=[CH:4][CH:5]=[CH:6][CH:7]=1, predict the reactants needed to synthesize it. (4) Given the product [CH2:1]([C@H:8]1[CH2:12][O:11][C:10](=[O:13])[N:9]1[C:26](=[O:27])[CH2:25][C:19]1[CH:24]=[CH:23][CH:22]=[CH:21][CH:20]=1)[C:2]1[CH:3]=[CH:4][CH:5]=[CH:6][CH:7]=1, predict the reactants needed to synthesize it. The reactants are: [CH2:1]([C@H:8]1[CH2:12][O:11][C:10](=[O:13])[NH:9]1)[C:2]1[CH:7]=[CH:6][CH:5]=[CH:4][CH:3]=1.[Li]CCCC.[C:19]1([CH2:25][C:26](Cl)=[O:27])[CH:24]=[CH:23][CH:22]=[CH:21][CH:20]=1.[NH4+].[Cl-].C([O-])(O)=O.[Na+]. (5) Given the product [CH2:17]([N:11]1[CH2:10][CH2:9][N:8]([C:5]2[CH:6]=[CH:7][C:2]([CH3:1])=[C:3]([N+:14]([O-:16])=[O:15])[CH:4]=2)[CH2:13][CH2:12]1)[CH2:18][CH2:19][CH3:20], predict the reactants needed to synthesize it. The reactants are: [CH3:1][C:2]1[CH:7]=[CH:6][C:5]([N:8]2[CH2:13][CH2:12][NH:11][CH2:10][CH2:9]2)=[CH:4][C:3]=1[N+:14]([O-:16])=[O:15].[CH2:17](Br)[CH2:18][CH2:19][CH3:20]. (6) Given the product [CH3:1][O:2][C:3](=[O:26])[CH2:4][CH2:5][C:6]1[CH:11]=[CH:10][C:9]([C:12]([CH2:13][CH3:14])([C:15]2[CH:20]=[CH:19][C:18]([O:21][S:29]([C:28]([F:41])([F:40])[F:27])(=[O:31])=[O:30])=[C:17]([CH3:22])[CH:16]=2)[CH2:23][CH3:24])=[CH:8][C:7]=1[CH3:25], predict the reactants needed to synthesize it. The reactants are: [CH3:1][O:2][C:3](=[O:26])[CH2:4][CH2:5][C:6]1[CH:11]=[CH:10][C:9]([C:12]([CH2:23][CH3:24])([C:15]2[CH:20]=[CH:19][C:18]([OH:21])=[C:17]([CH3:22])[CH:16]=2)[CH2:13][CH3:14])=[CH:8][C:7]=1[CH3:25].[F:27][C:28]([F:41])([F:40])[S:29](O[S:29]([C:28]([F:41])([F:40])[F:27])(=[O:31])=[O:30])(=[O:31])=[O:30].N1C=CC=CC=1.[NH4+].[Cl-].